Dataset: Catalyst prediction with 721,799 reactions and 888 catalyst types from USPTO. Task: Predict which catalyst facilitates the given reaction. (1) Reactant: [CH3:1][C:2]1([CH3:10])[O:7][C:6](=[O:8])[CH2:5][C:4](=[O:9])[O:3]1.[CH:11](OCC)(OCC)OCC.[CH3:21][O:22][C:23]1[CH:24]=[C:25]([NH2:31])[CH:26]=[C:27]([O:29][CH3:30])[CH:28]=1. Product: [CH3:30][O:29][C:27]1[CH:26]=[C:25]([NH:31][CH:11]=[C:5]2[C:6](=[O:8])[O:7][C:2]([CH3:10])([CH3:1])[O:3][C:4]2=[O:9])[CH:24]=[C:23]([O:22][CH3:21])[CH:28]=1. The catalyst class is: 81. (2) Reactant: CCC([O-])(C)C.[Na+].C1(C)C=C(C)C=C(C)C=1.[C:17]([O:23][CH2:24][CH3:25])(=[O:22])[CH2:18][C:19]([CH3:21])=[O:20].[F:26][C:27]1[CH:32]=[CH:31][C:30]([N+:33]([O-:35])=[O:34])=[C:29](F)[C:28]=1[F:37]. Product: [F:37][C:28]1[C:27]([F:26])=[CH:32][CH:31]=[C:30]([N+:33]([O-:35])=[O:34])[C:29]=1[CH:18]([C:19](=[O:20])[CH3:21])[C:17]([O:23][CH2:24][CH3:25])=[O:22]. The catalyst class is: 33.